From a dataset of Forward reaction prediction with 1.9M reactions from USPTO patents (1976-2016). Predict the product of the given reaction. (1) Given the reactants [C:1]([O:5][C:6]([NH:8][CH:9]([CH2:13][C:14]1[CH:19]=[CH:18][C:17]([O:20][C:21]2[CH:26]=[CH:25][C:24]([CH2:27][CH2:28][C:29]([O:31][CH3:32])=[O:30])=[CH:23][CH:22]=2)=[CH:16][CH:15]=1)[C:10]([OH:12])=O)=[O:7])([CH3:4])([CH3:3])[CH3:2].C(N(CC)CC)C.CN([P+](ON1N=NC2C=CC=CC1=2)(N(C)C)N(C)C)C.F[P-](F)(F)(F)(F)F.[NH:67]1[CH2:72][CH2:71][O:70][CH2:69][CH2:68]1, predict the reaction product. The product is: [CH3:32][O:31][C:29](=[O:30])[CH2:28][CH2:27][C:24]1[CH:25]=[CH:26][C:21]([O:20][C:17]2[CH:18]=[CH:19][C:14]([CH2:13][CH:9]([NH:8][C:6]([O:5][C:1]([CH3:3])([CH3:4])[CH3:2])=[O:7])[C:10]([N:67]3[CH2:72][CH2:71][O:70][CH2:69][CH2:68]3)=[O:12])=[CH:15][CH:16]=2)=[CH:22][CH:23]=1. (2) Given the reactants [OH-].[Na+].[NH2:3][C:4]1[C:16]2[C:15]([C:17]3[CH:18]=[C:19]([NH:23]C(=O)C4C=CC=CC=4)[CH:20]=[CH:21][CH:22]=3)=[C:14]3[N:9]([CH2:10][CH2:11][CH2:12][CH2:13]3)[C:8]=2[N:7]=[CH:6][N:5]=1, predict the reaction product. The product is: [NH2:23][C:19]1[CH:18]=[C:17]([C:15]2[C:16]3[C:4]([NH2:3])=[N:5][CH:6]=[N:7][C:8]=3[N:9]3[C:14]=2[CH2:13][CH2:12][CH2:11][CH2:10]3)[CH:22]=[CH:21][CH:20]=1.